From a dataset of Peptide-MHC class I binding affinity with 185,985 pairs from IEDB/IMGT. Regression. Given a peptide amino acid sequence and an MHC pseudo amino acid sequence, predict their binding affinity value. This is MHC class I binding data. (1) The MHC is HLA-B07:02 with pseudo-sequence HLA-B07:02. The binding affinity (normalized) is 0. The peptide sequence is LRGKWQRRYR. (2) The peptide sequence is LPTLFGRGV. The MHC is Patr-B1301 with pseudo-sequence Patr-B1301. The binding affinity (normalized) is 0.459. (3) The peptide sequence is YTFFFTQYF. The MHC is SLA-30401 with pseudo-sequence SLA-30401. The binding affinity (normalized) is 0.0847. (4) The peptide sequence is GPASLPTAL. The MHC is HLA-A02:06 with pseudo-sequence HLA-A02:06. The binding affinity (normalized) is 0.0847. (5) The peptide sequence is RQFPTAFKF. The MHC is Mamu-B52 with pseudo-sequence Mamu-B52. The binding affinity (normalized) is 0.705.